This data is from Full USPTO retrosynthesis dataset with 1.9M reactions from patents (1976-2016). The task is: Predict the reactants needed to synthesize the given product. (1) Given the product [CH2:1]([N:8]1[CH2:9][CH:10]2[CH2:11][N:12]([C:21]([O:20][C:17]([CH3:19])([CH3:18])[CH3:16])=[O:22])[CH2:13][CH:14]2[CH2:15]1)[C:2]1[CH:7]=[CH:6][CH:5]=[CH:4][CH:3]=1, predict the reactants needed to synthesize it. The reactants are: [CH2:1]([N:8]1[CH2:15][CH:14]2[CH:10]([CH2:11][NH:12][CH2:13]2)[CH2:9]1)[C:2]1[CH:7]=[CH:6][CH:5]=[CH:4][CH:3]=1.[CH3:16][C:17]([O:20][C:21](O[C:21]([O:20][C:17]([CH3:19])([CH3:18])[CH3:16])=[O:22])=[O:22])([CH3:19])[CH3:18]. (2) Given the product [CH:11]([O:9][C:5]1[CH:4]=[C:3]([CH:8]=[CH:7][CH:6]=1)[CH2:2][OH:1])([CH3:12])[CH3:10], predict the reactants needed to synthesize it. The reactants are: [OH:1][CH2:2][C:3]1[CH:4]=[C:5]([OH:9])[CH:6]=[CH:7][CH:8]=1.[CH2:10](I)[CH2:11][CH3:12].C([O-])([O-])=O.[K+].[K+].C1OCCOCCOCCOCCOCCOC1. (3) Given the product [Cl:8][C:6]1[N:7]=[C:2]([Cl:1])[N:3]=[C:4]([C:9]2[CH:14]=[C:13]([Cl:15])[CH:12]=[CH:11][C:10]=2[O:24][CH2:23][CH3:22])[N:5]=1, predict the reactants needed to synthesize it. The reactants are: [Cl:1][C:2]1[N:7]=[C:6]([Cl:8])[N:5]=[C:4]([C:9]2[CH:14]=[C:13]([Cl:15])[CH:12]=[CH:11][C:10]=2C)[N:3]=1.ClC1C=CC(OCC)=[C:22](C=1)[C:23](O)=[O:24]. (4) Given the product [CH2:1]([O:3][C:4](=[O:19])[CH:5]([O:16][CH2:17][CH3:18])[CH2:6][C:7]1[CH:15]=[CH:14][CH:13]=[C:12]2[C:8]=1[CH:9]=[CH:10][N:11]2[CH2:21][C:22]1[N:23]=[C:24]([C:28]2[CH:33]=[CH:32][CH:31]=[C:30]([Cl:34])[CH:29]=2)[O:25][C:26]=1[CH3:27])[CH3:2], predict the reactants needed to synthesize it. The reactants are: [CH2:1]([O:3][C:4](=[O:19])[CH:5]([O:16][CH2:17][CH3:18])[CH2:6][C:7]1[CH:15]=[CH:14][CH:13]=[C:12]2[C:8]=1[CH:9]=[CH:10][NH:11]2)[CH3:2].Cl[CH2:21][C:22]1[N:23]=[C:24]([C:28]2[CH:33]=[CH:32][CH:31]=[C:30]([Cl:34])[CH:29]=2)[O:25][C:26]=1[CH3:27].[H-].[Na+]. (5) The reactants are: I[C:2]1[C:10]2[C:5](=[CH:6][CH:7]=[CH:8][CH:9]=2)[NH:4][C:3]=1[C:11]([O:13][CH2:14][CH3:15])=[O:12].C([O-])([O-])=O.[Na+].[Na+].[Cl:22][C:23]1[CH:24]=[C:25](B(O)O)[CH:26]=[CH:27][CH:28]=1. Given the product [Cl:22][C:23]1[CH:28]=[C:27]([C:2]2[C:10]3[C:5](=[CH:6][CH:7]=[CH:8][CH:9]=3)[NH:4][C:3]=2[C:11]([O:13][CH2:14][CH3:15])=[O:12])[CH:26]=[CH:25][CH:24]=1, predict the reactants needed to synthesize it. (6) Given the product [F:10][C:5]1[CH:6]=[CH:7][CH:8]=[CH:9][C:4]=1[C:3]1[C:11]2[C:19]3[C:14](=[CH:15][C:16]([C:20]([N:22]4[CH2:23][CH2:24][O:25][CH2:26][CH2:27]4)=[O:21])=[CH:17][CH:18]=3)[NH:13][C:12]=2[C:29]([C:30]([O:32][CH2:33][CH3:34])=[O:31])=[N:1][CH:2]=1, predict the reactants needed to synthesize it. The reactants are: [NH2:1][CH2:2][CH:3]([C:11]1[C:19]2[C:14](=[CH:15][C:16]([C:20]([N:22]3[CH2:27][CH2:26][O:25][CH2:24][CH2:23]3)=[O:21])=[CH:17][CH:18]=2)[NH:13][CH:12]=1)[C:4]1[CH:9]=[CH:8][CH:7]=[CH:6][C:5]=1[F:10].O=[CH:29][C:30]([O:32][CH2:33][CH3:34])=[O:31].C1(C)C=CC=CC=1.Cl.O1CCOCC1. (7) Given the product [CH3:8][C:6]1[CH:7]=[C:2]([C:27]#[C:26][CH3:31])[CH:3]=[C:4]([CH3:25])[C:5]=1[CH2:9][C:10]([N:12]([CH2:18][C:19]1[CH:24]=[CH:23][CH:22]=[CH:21][N:20]=1)[CH2:13][C:14]([O:16][CH3:17])=[O:15])=[O:11], predict the reactants needed to synthesize it. The reactants are: Br[C:2]1[CH:7]=[C:6]([CH3:8])[C:5]([CH2:9][C:10]([N:12]([CH2:18][C:19]2[CH:24]=[CH:23][CH:22]=[CH:21][N:20]=2)[CH2:13][C:14]([O:16][CH3:17])=[O:15])=[O:11])=[C:4]([CH3:25])[CH:3]=1.[C:26]1(P(C2C=CC=CC=2)CCCCP(C2C=CC=CC=2)C2C=CC=CC=2)[CH:31]=CC=C[CH:27]=1.[F-].C([N+](CCCC)(CCCC)CCCC)CCC.